From a dataset of NCI-60 drug combinations with 297,098 pairs across 59 cell lines. Regression. Given two drug SMILES strings and cell line genomic features, predict the synergy score measuring deviation from expected non-interaction effect. (1) Drug 1: CCCCCOC(=O)NC1=NC(=O)N(C=C1F)C2C(C(C(O2)C)O)O. Drug 2: CC12CCC3C(C1CCC2OP(=O)(O)O)CCC4=C3C=CC(=C4)OC(=O)N(CCCl)CCCl.[Na+]. Cell line: K-562. Synergy scores: CSS=3.27, Synergy_ZIP=1.42, Synergy_Bliss=6.70, Synergy_Loewe=-0.00945, Synergy_HSA=0.131. (2) Drug 1: CC1=C(C(CCC1)(C)C)C=CC(=CC=CC(=CC(=O)O)C)C. Drug 2: C1=NNC2=C1C(=O)NC=N2. Cell line: PC-3. Synergy scores: CSS=-2.32, Synergy_ZIP=1.33, Synergy_Bliss=-0.436, Synergy_Loewe=-3.01, Synergy_HSA=-3.42. (3) Drug 1: C1CC(C1)(C2=CC=C(C=C2)C3=C(C=C4C(=N3)C=CN5C4=NNC5=O)C6=CC=CC=C6)N. Drug 2: CN1C=C(C=N1)C2=C3N=C(C(=C(N3N=C2)N)Br)C4CCCNC4. Cell line: UACC62. Synergy scores: CSS=37.7, Synergy_ZIP=2.04, Synergy_Bliss=3.16, Synergy_Loewe=8.11, Synergy_HSA=9.82. (4) Drug 1: CS(=O)(=O)OCCCCOS(=O)(=O)C. Drug 2: COC1=C2C(=CC3=C1OC=C3)C=CC(=O)O2. Cell line: RPMI-8226. Synergy scores: CSS=12.3, Synergy_ZIP=-7.59, Synergy_Bliss=-6.51, Synergy_Loewe=-4.70, Synergy_HSA=-4.28. (5) Drug 1: C1=CC(=CC=C1C#N)C(C2=CC=C(C=C2)C#N)N3C=NC=N3. Drug 2: CC1CCC2CC(C(=CC=CC=CC(CC(C(=O)C(C(C(=CC(C(=O)CC(OC(=O)C3CCCCN3C(=O)C(=O)C1(O2)O)C(C)CC4CCC(C(C4)OC)OCCO)C)C)O)OC)C)C)C)OC. Cell line: OVCAR-5. Synergy scores: CSS=4.45, Synergy_ZIP=-1.80, Synergy_Bliss=-3.16, Synergy_Loewe=-21.2, Synergy_HSA=-8.98.